Dataset: Forward reaction prediction with 1.9M reactions from USPTO patents (1976-2016). Task: Predict the product of the given reaction. (1) Given the reactants Br[C:2]1[CH:20]=[CH:19][C:5]2[N:6]=[C:7]([C@H:9]3[CH2:12][C@H:11]([N:13]4[CH2:17][CH2:16][CH2:15][C@H:14]4C)[CH2:10]3)[S:8][C:4]=2[CH:3]=1.[CH3:21][O:22][C:23]1[N:28]=[CH:27][C:26](B(O)O)=[C:25]([O:32][CH3:33])[N:24]=1.N1C=C(B(O)O)C=NC=1, predict the reaction product. The product is: [CH3:21][O:22][C:23]1[N:24]=[C:25]([O:32][CH3:33])[C:26]([C:2]2[CH:20]=[CH:19][C:5]3[N:6]=[C:7]([C@H:9]4[CH2:12][C@H:11]([N:13]5[CH2:17][CH2:16][CH2:15][CH2:14]5)[CH2:10]4)[S:8][C:4]=3[CH:3]=2)=[CH:27][N:28]=1. (2) Given the reactants C(OC([N:11]1[CH2:16][CH2:15][N:14]([C:17](=[O:35])[CH2:18][C@@H:19]([NH:27][C:28]([O:30][C:31]([CH3:34])([CH3:33])[CH3:32])=[O:29])[C:20]2[CH:25]=[CH:24][C:23]([F:26])=[CH:22][CH:21]=2)[CH2:13][CH2:12]1)=O)C1C=CC=CC=1.C(Cl)(Cl)Cl, predict the reaction product. The product is: [C:31]([O:30][C:28](=[O:29])[NH:27][C@@H:19]([C:20]1[CH:21]=[CH:22][C:23]([F:26])=[CH:24][CH:25]=1)[CH2:18][C:17](=[O:35])[N:14]1[CH2:15][CH2:16][NH:11][CH2:12][CH2:13]1)([CH3:34])([CH3:32])[CH3:33].